Predict which catalyst facilitates the given reaction. From a dataset of Catalyst prediction with 721,799 reactions and 888 catalyst types from USPTO. (1) Reactant: [C:1]([O:5][C:6](=[O:20])[NH:7][CH2:8][CH2:9][CH2:10][O:11][C:12]1[CH:17]=[CH:16][C:15]([Cl:18])=[CH:14][C:13]=1[NH2:19])([CH3:4])([CH3:3])[CH3:2].[C:21](N1C=CN=C1)(N1C=CN=C1)=[O:22].[NH2:33][C:34]1[CH:39]=[CH:38][C:37]([C:40]#[N:41])=[CH:36][N:35]=1. Product: [C:1]([O:5][C:6](=[O:20])[NH:7][CH2:8][CH2:9][CH2:10][O:11][C:12]1[CH:17]=[CH:16][C:15]([Cl:18])=[CH:14][C:13]=1[NH:19][C:21]([NH:33][C:34]1[CH:39]=[CH:38][C:37]([C:40]#[N:41])=[CH:36][N:35]=1)=[O:22])([CH3:4])([CH3:2])[CH3:3]. The catalyst class is: 7. (2) The catalyst class is: 35. Reactant: [O:1]=[C:2]1[C:11]2[C:6](=[CH:7][CH:8]=[CH:9][CH:10]=2)[C:5]([CH2:12][C:13]2[CH:14]=[C:15]([CH:19]=[CH:20][CH:21]=2)[C:16](O)=[O:17])=[N:4][NH:3]1.F[P-](F)(F)(F)(F)F.N1(OC(N(C)C)=[N+](C)C)C2C=CC=CC=2N=N1.Cl.[F:47][C:48]([F:59])([F:58])[C:49]1[N:53]2[CH2:54][CH2:55][NH:56][CH2:57][C:52]2=[N:51][N:50]=1.C(N(CC)C(C)C)(C)C. Product: [F:59][C:48]([F:58])([F:47])[C:49]1[N:53]2[CH2:54][CH2:55][N:56]([C:16]([C:15]3[CH:14]=[C:13]([CH2:12][C:5]4[C:6]5[C:11](=[CH:10][CH:9]=[CH:8][CH:7]=5)[C:2](=[O:1])[NH:3][N:4]=4)[CH:21]=[CH:20][CH:19]=3)=[O:17])[CH2:57][C:52]2=[N:51][N:50]=1. (3) Reactant: C(C1C=C(C)C=C(C(C)(C)C)C=1[OH:16])(C)(C)C.CN(CCCN1CN(CCCN(C)C)CN(CCCN(C)C)C1)C.[CH3:41][S:42][C:43]1[CH:48]=[CH:47][CH:46]=[CH:45][C:44]=1[N:49]=[C:50]=[O:51].[C:52]([O:56][CH2:57][CH2:58][CH:59](O)[CH3:60])(=[O:55])[CH:53]=[CH2:54].[N-]=C=O. Product: [C:52]([O:56][CH2:57][CH:58]([O:51][C:50](=[O:16])[NH:49][C:44]1[CH:45]=[CH:46][CH:47]=[CH:48][C:43]=1[S:42][CH3:41])[CH2:59][CH3:60])(=[O:55])[CH:53]=[CH2:54]. The catalyst class is: 13. (4) Reactant: [F:1][C:2]1[CH:3]=[C:4]([C@:13]2([NH:23][C:24]([C:26]3[CH:35]=[CH:34][C:29]([C:30]([O:32]C)=[O:31])=[C:28]([CH:36]=[CH2:37])[CH:27]=3)=[O:25])[C:18]3=[N:19][CH:20]=[CH:21][CH:22]=[C:17]3[O:16][CH2:15][CH2:14]2)[CH:5]=[CH:6][C:7]=1[O:8][C:9]([F:12])([F:11])[F:10].[OH-].[Na+]. Product: [F:1][C:2]1[CH:3]=[C:4]([C@:13]2([NH:23][C:24]([C:26]3[CH:35]=[CH:34][C:29]([C:30]([OH:32])=[O:31])=[C:28]([CH:36]=[CH2:37])[CH:27]=3)=[O:25])[C:18]3=[N:19][CH:20]=[CH:21][CH:22]=[C:17]3[O:16][CH2:15][CH2:14]2)[CH:5]=[CH:6][C:7]=1[O:8][C:9]([F:11])([F:10])[F:12]. The catalyst class is: 92.